This data is from Catalyst prediction with 721,799 reactions and 888 catalyst types from USPTO. The task is: Predict which catalyst facilitates the given reaction. (1) Reactant: [OH:1][CH:2]([CH2:6][CH2:7][CH2:8][CH2:9][CH2:10][CH2:11][CH2:12][CH2:13][CH2:14][CH2:15][CH3:16])[CH2:3][CH:4]=[CH2:5].N1C=CC=CC=1.[C:23](OC(=O)C)(=[O:25])[CH3:24].Cl. Product: [C:23]([O:1][CH:2]([CH2:6][CH2:7][CH2:8][CH2:9][CH2:10][CH2:11][CH2:12][CH2:13][CH2:14][CH2:15][CH3:16])[CH2:3][CH:4]=[CH2:5])(=[O:25])[CH3:24]. The catalyst class is: 6. (2) The catalyst class is: 65. Reactant: [Br:1][C:2]1[N:3]=[CH:4][NH:5][CH:6]=1.[N+:7]([O-])([OH:9])=[O:8]. Product: [Br:1][C:2]1[NH:3][CH:4]=[N:5][C:6]=1[N+:7]([O-:9])=[O:8]. (3) Reactant: Br[CH2:2][C:3](=O)[CH2:4][C:5]([CH3:11])(S(C)(=O)=O)[CH3:6].[F:13][C:14]1[CH:19]=[C:18]([C:20]2[CH:25]=[CH:24][C:23]([F:26])=[CH:22][N:21]=2)[CH:17]=[CH:16][C:15]=1[C:27]([OH:33])([CH3:32])[CH2:28][C:29](=[NH:31])[NH2:30].C(=O)([O-])O.[Na+]. Product: [F:13][C:14]1[CH:19]=[C:18]([C:20]2[CH:25]=[CH:24][C:23]([F:26])=[CH:22][N:21]=2)[CH:17]=[CH:16][C:15]=1[C:27]([OH:33])([CH3:32])[CH2:28][C:29]1[NH:30][CH:2]=[C:3]([CH:4]=[C:5]([CH3:11])[CH3:6])[N:31]=1. The catalyst class is: 30. (4) Reactant: [F:1][CH:2]([F:7])[S:3](Cl)(=[O:5])=[O:4].[Zn:8]. Product: [Zn:8]([S:3]([CH:2]([F:7])[F:1])(=[O:5])=[O:4])[S:3]([CH:2]([F:7])[F:1])(=[O:5])=[O:4]. The catalyst class is: 6. (5) Reactant: CN1CCOCC1.[F:8][C:9]([F:18])([F:17])[C:10]([OH:16])([CH3:15])[CH2:11][C:12]([OH:14])=O.Cl.[NH2:20][C@H:21]([CH3:32])[C:22]([O:24][CH2:25][C:26]1[CH:31]=[CH:30][CH:29]=[CH:28][CH:27]=1)=[O:23].CN(C(ON1N=NC2C=CC=NC1=2)=[N+](C)C)C.F[P-](F)(F)(F)(F)F. Product: [F:17][C:9]([F:8])([F:18])[C:10]([OH:16])([CH3:15])[CH2:11][C:12]([NH:20][C@H:21]([CH3:32])[C:22]([O:24][CH2:25][C:26]1[CH:31]=[CH:30][CH:29]=[CH:28][CH:27]=1)=[O:23])=[O:14]. The catalyst class is: 46. (6) Reactant: [NH2:1][C:2]1[C:3]2[N:4]([C:8]([C@@H:24]3[CH2:27][C@H:26]([CH2:28][O:29]S(C4C=CC(C)=CC=4)(=O)=O)[CH2:25]3)=[N:9][C:10]=2[C:11]2[CH:16]=[CH:15][C:14]([O:17][C:18]3[CH:23]=[CH:22][CH:21]=[CH:20][CH:19]=3)=[CH:13][CH:12]=2)[CH:5]=[CH:6][N:7]=1.[CH3:40][O-].[Na+]. Product: [CH3:40][O:29][CH2:28][CH:26]1[CH2:25][CH:24]([C:8]2[N:4]3[CH:5]=[CH:6][N:7]=[C:2]([NH2:1])[C:3]3=[C:10]([C:11]3[CH:12]=[CH:13][C:14]([O:17][C:18]4[CH:23]=[CH:22][CH:21]=[CH:20][CH:19]=4)=[CH:15][CH:16]=3)[N:9]=2)[CH2:27]1. The catalyst class is: 5. (7) Reactant: [F:1][C:2]([F:45])([F:44])[C:3]1[CH:4]=[C:5]([C:13]([CH3:43])([CH3:42])[C:14]([N:16]([C:18]2[CH:19]=[N:20][C:21]([N:32]3[CH2:41][CH2:40][N:39]4[CH:34]([CH2:35][O:36][CH2:37][CH2:38]4)[CH2:33]3)=[CH:22][C:23]=2[C:24]2[CH:29]=[CH:28][C:27]([F:30])=[CH:26][C:25]=2[CH3:31])[CH3:17])=[O:15])[CH:6]=[C:7]([C:9]([F:12])([F:11])[F:10])[CH:8]=1.[ClH:46]. Product: [ClH:46].[F:11][C:9]([F:10])([F:12])[C:7]1[CH:6]=[C:5]([C:13]([CH3:43])([CH3:42])[C:14]([N:16]([C:18]2[CH:19]=[N:20][C:21]([N:32]3[CH2:41][CH2:40][N:39]4[CH:34]([CH2:35][O:36][CH2:37][CH2:38]4)[CH2:33]3)=[CH:22][C:23]=2[C:24]2[CH:29]=[CH:28][C:27]([F:30])=[CH:26][C:25]=2[CH3:31])[CH3:17])=[O:15])[CH:4]=[C:3]([C:2]([F:1])([F:45])[F:44])[CH:8]=1. The catalyst class is: 27. (8) Product: [CH2:26]([O:25][C:23](=[O:24])[CH2:22][O:18][CH:9]1[C:10]2[C:15](=[CH:14][CH:13]=[CH:12][CH:11]=2)[C:16](=[O:17])[N:8]1[CH2:1][C:2]1[CH:3]=[CH:4][CH:5]=[CH:6][CH:7]=1)[CH3:27]. The catalyst class is: 3. Reactant: [CH2:1]([N:8]1[CH:16]([OH:17])[C:15]2[C:10](=[CH:11][CH:12]=[CH:13][CH:14]=2)[C:9]1=[O:18])[C:2]1[CH:7]=[CH:6][CH:5]=[CH:4][CH:3]=1.[H-].[Na+].Br[CH2:22][C:23]([O:25][CH2:26][CH3:27])=[O:24]. (9) Reactant: [N-:1]=[N+:2]=[N-:3].[Na+].[NH4+].[Cl-].[C:7]([CH:9]1[CH2:14][CH2:13][N:12]([C:15]([O:17][CH2:18][C:19]2[CH:24]=[CH:23][CH:22]=[CH:21][CH:20]=2)=[O:16])[CH2:11][CH2:10]1)#[N:8]. Product: [NH:1]1[C:7]([CH:9]2[CH2:14][CH2:13][N:12]([C:15]([O:17][CH2:18][C:19]3[CH:20]=[CH:21][CH:22]=[CH:23][CH:24]=3)=[O:16])[CH2:11][CH2:10]2)=[N:8][N:3]=[N:2]1. The catalyst class is: 3.